This data is from Forward reaction prediction with 1.9M reactions from USPTO patents (1976-2016). The task is: Predict the product of the given reaction. (1) Given the reactants [CH2:1]([O:8][NH:9][C@H:10]1[CH2:15][N:14]([C:16]([O:18][C:19]([CH3:22])([CH3:21])[CH3:20])=[O:17])[C@H:13]([C:23]([OH:25])=[O:24])[CH2:12][CH2:11]1)[C:2]1[CH:7]=[CH:6][CH:5]=[CH:4][CH:3]=1.O[C:27]1[CH:35]=[CH:34][C:30]([C:31]([NH2:33])=[O:32])=[CH:29][CH:28]=1.Cl.C(N=C=NCCCN(C)C)C, predict the reaction product. The product is: [CH2:1]([O:8][NH:9][C@H:10]1[CH2:15][N:14]([C:16]([O:18][C:19]([CH3:21])([CH3:22])[CH3:20])=[O:17])[C@H:13]([C:23]([O:25][C:27]2[CH:35]=[CH:34][C:30]([C:31](=[O:32])[NH2:33])=[CH:29][CH:28]=2)=[O:24])[CH2:12][CH2:11]1)[C:2]1[CH:3]=[CH:4][CH:5]=[CH:6][CH:7]=1. (2) The product is: [Cl:1][C:2]1[C:7]([Cl:8])=[CH:6][CH:5]=[CH:4][C:3]=1[C:9]1[C:17]2[O:16][CH:15]([CH2:18][NH:33][CH3:32])[CH2:14][C:13]=2[CH:12]=[C:11]([O:30][CH3:31])[CH:10]=1. Given the reactants [Cl:1][C:2]1[C:7]([Cl:8])=[CH:6][CH:5]=[CH:4][C:3]=1[C:9]1[C:17]2[O:16][CH:15]([CH2:18]OS(C3C=CC(C)=CC=3)(=O)=O)[CH2:14][C:13]=2[CH:12]=[C:11]([O:30][CH3:31])[CH:10]=1.[CH3:32][NH2:33], predict the reaction product.